This data is from Full USPTO retrosynthesis dataset with 1.9M reactions from patents (1976-2016). The task is: Predict the reactants needed to synthesize the given product. The reactants are: Cl[C:2]1[N:7]=[C:6]([C:8]2[S:12][C:11]([N:13]3[CH2:18][C@H:17]([CH3:19])[O:16][C@H:15]([CH3:20])[CH2:14]3)=[N:10][C:9]=2[C:21]2[C:22]([F:39])=[C:23]([NH:27][S:28]([C:31]3[CH:36]=[C:35]([F:37])[CH:34]=[CH:33][C:32]=3[F:38])(=[O:30])=[O:29])[CH:24]=[CH:25][CH:26]=2)[CH:5]=[CH:4][N:3]=1.[NH4+:40].[OH-]. Given the product [NH2:40][C:2]1[N:7]=[C:6]([C:8]2[S:12][C:11]([N:13]3[CH2:18][C@H:17]([CH3:19])[O:16][C@H:15]([CH3:20])[CH2:14]3)=[N:10][C:9]=2[C:21]2[C:22]([F:39])=[C:23]([NH:27][S:28]([C:31]3[CH:36]=[C:35]([F:37])[CH:34]=[CH:33][C:32]=3[F:38])(=[O:30])=[O:29])[CH:24]=[CH:25][CH:26]=2)[CH:5]=[CH:4][N:3]=1, predict the reactants needed to synthesize it.